Dataset: hERG potassium channel inhibition data for cardiac toxicity prediction from Karim et al.. Task: Regression/Classification. Given a drug SMILES string, predict its toxicity properties. Task type varies by dataset: regression for continuous values (e.g., LD50, hERG inhibition percentage) or binary classification for toxic/non-toxic outcomes (e.g., AMES mutagenicity, cardiotoxicity, hepatotoxicity). Dataset: herg_karim. (1) The molecule is Nc1nc2ccccc2n1CC(O)c1ccc(Cl)cc1Cl. The result is 0 (non-blocker). (2) The compound is COc1ccc(-c2cc3c(C)nc(N)nc3n([C@H]3CC[C@H](OCCO)CC3)c2=O)cn1. The result is 0 (non-blocker). (3) The molecule is Cn1c(SCCCN2CC[C@]3(C[C@@H]3c3ccc(C(F)(F)F)cc3)C2)nnc1-c1ccc(CC(N)=O)cc1. The result is 1 (blocker). (4) The compound is CCOc1cc2ncc(C(N)=O)c(Nc3ccc(F)cc3F)c2cc1N1CCN(CCO)CC1. The result is 0 (non-blocker). (5) The drug is CC(C)(C)OC(=O)N1CCC(N2C(=O)c3ccccc3C2C(=O)NCc2ccc(OC(F)(F)F)cc2)CC1. The result is 0 (non-blocker). (6) The molecule is CCN1CCN(c2cc3[nH]c(C(=O)[C@]4(C)CC[C@@H](NC(=O)OC)CC4)nc3cc2Cl)CC1. The result is 1 (blocker). (7) The compound is CC1CNCCN1c1ccc(=O)n(CCOc2ccccc2C(F)(F)F)n1. The result is 1 (blocker). (8) The molecule is Cc1nc2ccccc2n1-c1ccc(C(=O)N(C)C2CCN(C(C)C)C2)cc1. The result is 0 (non-blocker). (9) The drug is O=S(=O)(c1ccc(C=Cc2ccc(F)cc2F)nc1)c1ccccc1F. The result is 1 (blocker).